This data is from Forward reaction prediction with 1.9M reactions from USPTO patents (1976-2016). The task is: Predict the product of the given reaction. The product is: [CH3:5][C:2]1([CH3:6])[CH2:3][O:4][C:20]([C:19]2[CH:18]=[CH:17][C:16]([C:15]([F:14])([F:24])[F:25])=[CH:23][CH:22]=2)=[N:1]1. Given the reactants [NH2:1][C:2]([CH3:6])([CH3:5])[CH2:3][OH:4].C(N(CC)CC)C.[F:14][C:15]([F:25])([F:24])[C:16]1[CH:23]=[CH:22][C:19]([CH2:20]Cl)=[CH:18][CH:17]=1, predict the reaction product.